Predict the reactants needed to synthesize the given product. From a dataset of Full USPTO retrosynthesis dataset with 1.9M reactions from patents (1976-2016). (1) Given the product [CH3:12][O:13][C:14]1[CH:15]=[C:16](/[C:17](=[CH:4]/[C:3]2[CH:6]=[C:7]([F:11])[CH:8]=[C:9]([F:10])[C:2]=2[F:1])/[C:18]#[N:19])[CH:20]=[CH:21][C:22]=1[O:23][CH3:24], predict the reactants needed to synthesize it. The reactants are: [F:1][C:2]1[C:9]([F:10])=[CH:8][C:7]([F:11])=[CH:6][C:3]=1[CH:4]=O.[CH3:12][O:13][C:14]1[CH:15]=[C:16]([CH:20]=[CH:21][C:22]=1[O:23][CH3:24])[CH2:17][C:18]#[N:19]. (2) Given the product [F:19][C:17]1[CH:16]=[C:15]2[C:11]([CH:12]=[CH:13][NH:14]2)=[C:10]([C:38]2[CH:37]=[C:36]3[C:32]([CH:33]=[N:34][NH:35]3)=[C:31]([NH:30][C:28]([C:27]3[N:23]([CH:21]([CH3:22])[CH3:20])[N:24]=[CH:25][CH:26]=3)=[O:29])[CH:39]=2)[CH:18]=1, predict the reactants needed to synthesize it. The reactants are: P([O-])([O-])([O-])=O.[K+].[K+].[K+].Br[C:10]1[CH:18]=[C:17]([F:19])[CH:16]=[C:15]2[C:11]=1[CH:12]=[CH:13][NH:14]2.[CH3:20][CH:21]([N:23]1[C:27]([C:28]([NH:30][C:31]2[C:32]3[C:36]([CH:37]=[C:38](B4OC(C)(C)CC(C)(C)O4)[CH:39]=2)=[N:35][N:34](C2CCCCO2)[CH:33]=3)=[O:29])=[CH:26][CH:25]=[N:24]1)[CH3:22].O. (3) Given the product [CH3:37][C:11]12[CH:13]=[C:14]3[N:36]=[C:17]([CH:16]=[CH:15]3)[CH:18]=[C:19]3[NH:35][C:22]([CH:21]=[CH:20]3)=[CH:23][C:24]3=[N:34][C:6]([CH2:5][CH2:4][C:3]([OH:40])=[O:2])([C:26]([CH2:27][CH2:28][C:29]([OH:31])=[O:30])=[C:25]3[CH3:33])[C:7]([CH3:39])=[C:8]([NH:12]1)[C:9]([CH3:38])=[CH:10]2.[CH3:41][C:42]1[C:64]2[NH:65][C:44](=[CH:45][C:46]3[NH:50][C:49]([CH:51]=[C:52]4[N:56]=[C:55]([CH:57]=[C:58]5[N:62]=[C:61]([CH:63]=2)[C:60]([CH3:66])=[C:59]5[CH2:67][CH2:68][C:69]([OH:71])=[O:70])[C:54]([CH2:73][CH2:74][C:75]([OH:77])=[O:76])=[C:53]4[CH3:79])=[CH:48][C:47]=3[CH3:80])[CH:43]=1, predict the reactants needed to synthesize it. The reactants are: C[O:2][C:3](=[O:40])[CH2:4][CH2:5][C:6]12[N:34]=[C:24]([C:25]([CH3:33])=[C:26]1[CH2:27][CH2:28][C:29]([O:31]C)=[O:30])[CH:23]=[C:22]1[NH:35][C:19]([CH:20]=[CH:21]1)=[CH:18][C:17]1=[N:36][C:14]([CH:15]=[CH:16]1)=[CH:13][C:11]1([CH3:37])[NH:12][C:8]([C:9]([CH3:38])=[CH:10]1)=[C:7]2[CH3:39].[CH3:41][C:42]1[C:64]2[NH:65][C:44](=[CH:45][C:46]3[NH:50][C:49]([CH:51]=[C:52]4[N:56]=[C:55]([CH:57]=[C:58]5[N:62]=[C:61]([CH:63]=2)[C:60]([CH3:66])=[C:59]5[CH2:67][CH2:68][C:69]([O:71]C)=[O:70])[C:54]([CH2:73][CH2:74][C:75]([O:77]C)=[O:76])=[C:53]4[CH3:79])=[CH:48][C:47]=3[CH3:80])[CH:43]=1.[OH-].[K+].